The task is: Predict the product of the given reaction.. This data is from Forward reaction prediction with 1.9M reactions from USPTO patents (1976-2016). Given the reactants [F:1][C:2]([F:23])([F:22])[C@@H:3]1[CH2:8][CH2:7][C@H:6]([O:9][C:10]2[CH:19]=[C:18]3[C:13]([CH:14]=[CH:15][C:16]([CH:20]=[O:21])=[CH:17]3)=[CH:12][CH:11]=2)[CH2:5][CH2:4]1.C1C(=O)N([Cl:31])C(=O)C1.C(O)(C(F)(F)F)=O, predict the reaction product. The product is: [Cl:31][C:19]1[C:10]([O:9][C@H:6]2[CH2:7][CH2:8][C@@H:3]([C:2]([F:22])([F:23])[F:1])[CH2:4][CH2:5]2)=[CH:11][CH:12]=[C:13]2[C:18]=1[CH:17]=[C:16]([CH:20]=[O:21])[CH:15]=[CH:14]2.